From a dataset of Peptide-MHC class II binding affinity with 134,281 pairs from IEDB. Regression. Given a peptide amino acid sequence and an MHC pseudo amino acid sequence, predict their binding affinity value. This is MHC class II binding data. The peptide sequence is SAAVKDERAVHADMG. The MHC is DRB1_0405 with pseudo-sequence DRB1_0405. The binding affinity (normalized) is 0.176.